Dataset: Reaction yield outcomes from USPTO patents with 853,638 reactions. Task: Predict the reaction yield, written as a fraction of the theoretical maximum amount of product (1.0 means a 100% yield; for example, 0.34 means a 34% yield). (1) The reactants are Br[C:2]1[C:9]([F:10])=[C:8]([F:11])[C:5]([C:6]#[N:7])=[C:4]([F:12])[C:3]=1[F:13].[F:14][C:15]([F:30])([F:29])[C:16]1[CH:17]=[C:18](B(O)O)[CH:19]=[C:20]([C:22]([F:25])([F:24])[F:23])[CH:21]=1.C(=O)([O-])[O-].[Cs+].[Cs+]. The catalyst is C1(C)C=CC=CC=1.C1C=CC([P]([Pd]([P](C2C=CC=CC=2)(C2C=CC=CC=2)C2C=CC=CC=2)([P](C2C=CC=CC=2)(C2C=CC=CC=2)C2C=CC=CC=2)[P](C2C=CC=CC=2)(C2C=CC=CC=2)C2C=CC=CC=2)(C2C=CC=CC=2)C2C=CC=CC=2)=CC=1. The product is [F:13][C:3]1[C:4]([F:12])=[C:5]([C:6]#[N:7])[C:8]([F:11])=[C:9]([F:10])[C:2]=1[C:18]1[CH:19]=[C:20]([C:22]([F:25])([F:23])[F:24])[CH:21]=[C:16]([C:15]([F:14])([F:30])[F:29])[CH:17]=1. The yield is 0.510. (2) The reactants are [CH2:1]([CH:3]([NH:20][C:21]([C@@H:23]([NH:28][C:29]([C:31]1[S:32][C:33]2[CH:39]=[CH:38][CH:37]=[CH:36][C:34]=2[CH:35]=1)=[O:30])[CH2:24][CH:25]([CH3:27])[CH3:26])=[O:22])[CH2:4][CH2:5][N:6]([S:8]([C:11]1[CH:16]=[CH:15][CH:14]=[CH:13][C:12]=1[N+]([O-])=O)(=[O:10])=[O:9])[CH3:7])[CH3:2].C1(S)C=CC=CC=1.C([O-])([O-])=O.[K+].[K+].C([O-])(O)=O.[Na+].[C:58](C1C=CC=CC=1S(Cl)(=O)=O)#[N:59]. The catalyst is CN(C=O)C.C(Cl)Cl.O. The product is [C:58]([C:12]1[CH:13]=[CH:14][CH:15]=[CH:16][C:11]=1[S:8]([N:6]([CH3:7])[CH2:5][CH2:4][CH:3]([NH:20][C:21]([C@@H:23]([NH:28][C:29]([C:31]1[S:32][C:33]2[CH:39]=[CH:38][CH:37]=[CH:36][C:34]=2[CH:35]=1)=[O:30])[CH2:24][CH:25]([CH3:27])[CH3:26])=[O:22])[CH2:1][CH3:2])(=[O:10])=[O:9])#[N:59]. The yield is 0.750. (3) The reactants are Cl[C:2]1[C:11]2[C:6](=[CH:7][CH:8]=[CH:9][CH:10]=2)[CH:5]=[C:4]([C:12]2[CH:17]=[CH:16][CH:15]=[CH:14][C:13]=2[C:18]([F:21])([F:20])[F:19])[N:3]=1.[NH:22]1[CH:26]=[N:25][C:24]([NH2:27])=[N:23]1. The catalyst is C(O)C. The product is [NH:22]1[CH:26]=[N:25][C:24]([NH:27][C:2]2[C:11]3[C:6](=[CH:7][CH:8]=[CH:9][CH:10]=3)[CH:5]=[C:4]([C:12]3[CH:17]=[CH:16][CH:15]=[CH:14][C:13]=3[C:18]([F:21])([F:20])[F:19])[N:3]=2)=[N:23]1. The yield is 0.0400. (4) The reactants are Cl[C:2]1[N:7]=[C:6]([CH3:8])[N:5]=[C:4]([NH:9][C:10](=[O:16])[O:11][C:12]([CH3:15])([CH3:14])[CH3:13])[CH:3]=1.CC1(C)C(C)(C)OB([C:25]2[CH:30]=[CH:29][N:28]=[CH:27][C:26]=2[NH2:31])O1. The catalyst is COCCOC.C1C=CC(P(C2C=CC=CC=2)[C-]2C=CC=C2)=CC=1.C1C=CC(P(C2C=CC=CC=2)[C-]2C=CC=C2)=CC=1.Cl[Pd]Cl.[Fe+2].C(Cl)Cl. The product is [NH2:31][C:26]1[CH:27]=[N:28][CH:29]=[CH:30][C:25]=1[C:2]1[N:7]=[C:6]([CH3:8])[N:5]=[C:4]([NH:9][C:10](=[O:16])[O:11][C:12]([CH3:15])([CH3:14])[CH3:13])[CH:3]=1. The yield is 0.260. (5) The reactants are Cl[C:2]1[N:7]=[C:6]([C:8]2[S:12][C:11]([C:13]([CH3:16])([CH3:15])[CH3:14])=[N:10][C:9]=2[C:17]2[C:18]([F:35])=[C:19]([NH:23][S:24]([C:27]3[C:32]([F:33])=[CH:31][CH:30]=[CH:29][C:28]=3[F:34])(=[O:26])=[O:25])[CH:20]=[CH:21][CH:22]=2)[CH:5]=[CH:4][N:3]=1.[OH-].[NH4+:37]. The catalyst is CCCCCCC. The product is [NH2:37][C:2]1[N:7]=[C:6]([C:8]2[S:12][C:11]([C:13]([CH3:16])([CH3:15])[CH3:14])=[N:10][C:9]=2[C:17]2[C:18]([F:35])=[C:19]([NH:23][S:24]([C:27]3[C:32]([F:33])=[CH:31][CH:30]=[CH:29][C:28]=3[F:34])(=[O:26])=[O:25])[CH:20]=[CH:21][CH:22]=2)[CH:5]=[CH:4][N:3]=1. The yield is 0.880. (6) The reactants are [O:1]([C:8]1[C:9]([NH:21][C:22]2[S:26][N:25]=[C:24]([CH:27]3[CH2:32][CH2:31][N:30](C(OC(C)(C)C)=O)[CH2:29][CH2:28]3)[N:23]=2)=[N:10][CH:11]=[C:12]([S:14][C:15]2[CH:20]=[CH:19][CH:18]=[CH:17][N:16]=2)[CH:13]=1)[C:2]1[CH:7]=[CH:6][CH:5]=[CH:4][CH:3]=1. The catalyst is C(Cl)Cl.CO.Cl.O1CCOCC1. The product is [O:1]([C:8]1[C:9]([NH:21][C:22]2[S:26][N:25]=[C:24]([CH:27]3[CH2:32][CH2:31][NH:30][CH2:29][CH2:28]3)[N:23]=2)=[N:10][CH:11]=[C:12]([S:14][C:15]2[CH:20]=[CH:19][CH:18]=[CH:17][N:16]=2)[CH:13]=1)[C:2]1[CH:7]=[CH:6][CH:5]=[CH:4][CH:3]=1. The yield is 0.980.